Dataset: Peptide-MHC class I binding affinity with 185,985 pairs from IEDB/IMGT. Task: Regression. Given a peptide amino acid sequence and an MHC pseudo amino acid sequence, predict their binding affinity value. This is MHC class I binding data. (1) The peptide sequence is YRTLGVFRY. The MHC is HLA-A02:12 with pseudo-sequence HLA-A02:12. The binding affinity (normalized) is 0.0847. (2) The peptide sequence is DHQAAFQYI. The MHC is Mamu-A2201 with pseudo-sequence Mamu-A2201. The binding affinity (normalized) is 0. (3) The binding affinity (normalized) is 0.000336. The peptide sequence is ETINEEAAEW. The MHC is HLA-B07:02 with pseudo-sequence HLA-B07:02. (4) The peptide sequence is RDYVDRFFKTL. The MHC is HLA-A02:03 with pseudo-sequence HLA-A02:03. The binding affinity (normalized) is 0. (5) The peptide sequence is ALIAVSLIAA. The MHC is HLA-A02:01 with pseudo-sequence HLA-A02:01. The binding affinity (normalized) is 0.694.